From a dataset of Forward reaction prediction with 1.9M reactions from USPTO patents (1976-2016). Predict the product of the given reaction. (1) Given the reactants [Cl:1][C:2]1[CH:3]=[CH:4][C:5]([C:28]([F:31])([F:30])[F:29])=[C:6]([CH:27]=1)[CH2:7][N:8]1[CH2:13][CH2:12][NH:11][C:10]2[N:14]=[CH:15][C:16]([C:18]3[CH:19]=[C:20]([CH:24]=[CH:25][CH:26]=3)[C:21](O)=[O:22])=[CH:17][C:9]1=2.[S:32]([C:36]1[CH:41]=[CH:40][C:39]([CH2:42][CH2:43][NH2:44])=[CH:38][CH:37]=1)(=[O:35])(=[O:34])[NH2:33], predict the reaction product. The product is: [Cl:1][C:2]1[CH:3]=[CH:4][C:5]([C:28]([F:31])([F:30])[F:29])=[C:6]([CH:27]=1)[CH2:7][N:8]1[CH2:13][CH2:12][NH:11][C:10]2[N:14]=[CH:15][C:16]([C:18]3[CH:19]=[C:20]([CH:24]=[CH:25][CH:26]=3)[C:21]([NH:44][CH2:43][CH2:42][C:39]3[CH:38]=[CH:37][C:36]([S:32](=[O:35])(=[O:34])[NH2:33])=[CH:41][CH:40]=3)=[O:22])=[CH:17][C:9]1=2. (2) Given the reactants [OH:1][CH2:2][C:3]1[CH:4]=[C:5]2[C:9](=[CH:10][CH:11]=1)[C:8](=[O:12])[CH2:7][CH2:6]2.C(N(CC)CC)C.[CH3:20][S:21](Cl)(=[O:23])=[O:22].N, predict the reaction product. The product is: [CH3:20][S:21]([O:1][CH2:2][C:3]1[CH:4]=[C:5]2[C:9](=[CH:10][CH:11]=1)[C:8](=[O:12])[CH2:7][CH2:6]2)(=[O:23])=[O:22]. (3) Given the reactants CS(O[C@@H:6]1[CH2:10][CH2:9][N:8]([CH2:11][C@@H:12]([N:19]([CH3:31])[C:20](=[O:30])[CH2:21][C:22]2[CH:27]=[CH:26][C:25]([Cl:28])=[C:24]([Cl:29])[CH:23]=2)[C:13]2[CH:18]=[CH:17][CH:16]=[CH:15][CH:14]=2)[CH2:7]1)(=O)=O.[N-:32]=[N+:33]=[N-:34].[Na+], predict the reaction product. The product is: [N:32]([C@H:6]1[CH2:10][CH2:9][N:8]([CH2:11][C@@H:12]([N:19]([CH3:31])[C:20](=[O:30])[CH2:21][C:22]2[CH:27]=[CH:26][C:25]([Cl:28])=[C:24]([Cl:29])[CH:23]=2)[C:13]2[CH:18]=[CH:17][CH:16]=[CH:15][CH:14]=2)[CH2:7]1)=[N+:33]=[N-:34].